This data is from Forward reaction prediction with 1.9M reactions from USPTO patents (1976-2016). The task is: Predict the product of the given reaction. (1) Given the reactants [O:1]1CCO[CH:2]1[CH2:6][N:7]1[C:16]2[C:11](=[CH:12][CH:13]=[C:14]([N:17]3[CH:21]=[CH:20][N:19]=[CH:18]3)[CH:15]=2)[C:10]([CH3:22])=[CH:9][C:8]1=[O:23].FC(F)(F)C(O)=O.C(=O)([O-])O.[Na+], predict the reaction product. The product is: [N:17]1([C:14]2[CH:15]=[C:16]3[C:11]([C:10]([CH3:22])=[CH:9][C:8](=[O:23])[N:7]3[CH2:6][CH:2]=[O:1])=[CH:12][CH:13]=2)[CH:21]=[CH:20][N:19]=[CH:18]1. (2) Given the reactants I[C:2]1[CH:3]=[C:4]2[C:8](=[CH:9][CH:10]=1)[CH2:7][CH:6]([NH:11][S:12]([CH:15]([CH3:17])[CH3:16])(=[O:14])=[O:13])[CH2:5]2.[N+:18]([C:21]1[CH:22]=[C:23](B(O)O)[CH:24]=[CH:25][CH:26]=1)([O-:20])=[O:19].C(=O)([O-])[O-].[Cs+].[Cs+].O, predict the reaction product. The product is: [N+:18]([C:21]1[CH:26]=[C:25]([C:2]2[CH:3]=[C:4]3[C:8](=[CH:9][CH:10]=2)[CH2:7][CH:6]([NH:11][S:12]([CH:15]([CH3:17])[CH3:16])(=[O:14])=[O:13])[CH2:5]3)[CH:24]=[CH:23][CH:22]=1)([O-:20])=[O:19]. (3) Given the reactants C([O-])([O-])=O.[Cs+].[Cs+].[CH:7]([N:20]1[CH2:23][CH:22]([O:24]S(C)(=O)=O)[CH2:21]1)([C:14]1[CH:19]=[CH:18][CH:17]=[CH:16][CH:15]=1)[C:8]1[CH:13]=[CH:12][CH:11]=[CH:10][CH:9]=1.[CH3:29][O:30][C:31]([C:33]1[CH:43]=[C:42](O)[C:36]2[CH2:37][C:38]([CH3:41])([CH3:40])[O:39][C:35]=2[CH:34]=1)=[O:32], predict the reaction product. The product is: [CH3:29][O:30][C:31]([C:33]1[CH:43]=[C:42]([O:24][CH:22]2[CH2:23][N:20]([CH:7]([C:14]3[CH:19]=[CH:18][CH:17]=[CH:16][CH:15]=3)[C:8]3[CH:13]=[CH:12][CH:11]=[CH:10][CH:9]=3)[CH2:21]2)[C:36]2[CH2:37][C:38]([CH3:41])([CH3:40])[O:39][C:35]=2[CH:34]=1)=[O:32].